This data is from Forward reaction prediction with 1.9M reactions from USPTO patents (1976-2016). The task is: Predict the product of the given reaction. (1) Given the reactants [NH2:1][C:2]1[CH:7]=[CH:6][C:5]([C:8]2([CH3:22])[CH2:12][C:11](=O)[N:10]([CH2:14][C:15]3[CH:20]=[CH:19][CH:18]=[CH:17][CH:16]=3)[C:9]2=O)=[CH:4][CH:3]=1.[H-].[Al+3].[Li+].[H-].[H-].[H-], predict the reaction product. The product is: [CH2:14]([N:10]1[CH2:11][CH2:12][C:8]([C:5]2[CH:6]=[CH:7][C:2]([NH2:1])=[CH:3][CH:4]=2)([CH3:22])[CH2:9]1)[C:15]1[CH:16]=[CH:17][CH:18]=[CH:19][CH:20]=1. (2) Given the reactants [CH3:1][O:2][C:3](=[O:15])[CH:4]([CH3:14])[CH:5]([OH:13])[C:6]1[CH:11]=[CH:10][C:9]([OH:12])=[CH:8][CH:7]=1.Cl[CH2:17][C:18]1[C:27]2[C:22](=[CH:23][CH:24]=[CH:25][CH:26]=2)[N:21]=[C:20]([CH3:28])[CH:19]=1.C(=O)([O-])[O-].[Cs+].[Cs+], predict the reaction product. The product is: [CH3:1][O:2][C:3](=[O:15])[CH:4]([CH3:14])[CH:5]([OH:13])[C:6]1[CH:11]=[CH:10][C:9]([O:12][CH2:17][C:18]2[C:27]3[C:22](=[CH:23][CH:24]=[CH:25][CH:26]=3)[N:21]=[C:20]([CH3:28])[CH:19]=2)=[CH:8][CH:7]=1. (3) The product is: [OH:5][CH2:4][C@@H:2]1[CH2:3][C@H:1]1[C:21]([CH3:22])([CH3:23])[O:20][SiH2:14][C:10]([CH3:13])([CH3:12])[CH3:11]. Given the reactants [C@@H:1]1(CO)[CH2:3][C@H:2]1[CH2:4][OH:5].[H-].[Na+].[C:10]([Si:14](C)(C)Cl)([CH3:13])([CH3:12])[CH3:11].C([O:20][CH2:21][CH3:22])C.[CH2:23]1COCC1, predict the reaction product. (4) Given the reactants Br[C:2]1[CH:7]=[CH:6][C:5](F)=[C:4]([N+:9]([O-:11])=[O:10])[CH:3]=1.N1CCC(CNC(=O)OC(C)(C)C)CC1, predict the reaction product. The product is: [N+:9]([C:4]1[CH:5]=[CH:6][CH:7]=[CH:2][CH:3]=1)([O-:11])=[O:10]. (5) Given the reactants [OH:1][CH2:2][CH2:3][CH:4]([NH:11][C:12](=[O:18])[O:13][C:14]([CH3:17])([CH3:16])[CH3:15])[C:5]1[CH:10]=[CH:9][CH:8]=[CH:7][CH:6]=1.C(N(CC)CC)C, predict the reaction product. The product is: [C:14]([O:13][C:12](=[O:18])[NH:11][CH:4]([C:5]1[CH:10]=[CH:9][CH:8]=[CH:7][CH:6]=1)[CH2:3][CH:2]=[O:1])([CH3:17])([CH3:15])[CH3:16]. (6) Given the reactants [O:1]=[S:2]1(=[O:26])[CH2:7][CH:6]=[C:5]([C:8]2[CH:13]=[CH:12][C:11]([N:14]3[CH2:18][C@H:17]([CH2:19][NH:20][C:21](=[O:23])[CH3:22])[O:16][C:15]3=[O:24])=[CH:10][C:9]=2[F:25])[CH2:4][CH2:3]1.CS(N)(=O)=[O:29].S([O-])([O-])=O.[Na+].[Na+], predict the reaction product. The product is: [OH:29][C:5]1([C:8]2[CH:13]=[CH:12][C:11]([N:14]3[CH2:18][C@H:17]([CH2:19][NH:20][C:21](=[O:23])[CH3:22])[O:16][C:15]3=[O:24])=[CH:10][C:9]=2[F:25])[CH:4]=[CH:3][S:2](=[O:1])(=[O:26])[CH2:7][CH2:6]1. (7) Given the reactants [CH2:1]1[CH2:6][C@H:5]([C:7]([OH:9])=[O:8])[CH2:4][CH2:3][C@H:2]1[CH2:10][NH2:11].[CH3:12][CH:13]([CH3:32])[C:14]([O:16][CH:17]([O:21][C:22](ON1C(=O)CCC1=O)=[O:23])[CH:18]([CH3:20])[CH3:19])=[O:15], predict the reaction product. The product is: [CH3:12][CH:13]([CH3:32])[C:14]([O:16][CH:17]([O:21][C:22]([NH:11][CH2:10][C@H:2]1[CH2:3][CH2:4][C@H:5]([C:7]([OH:9])=[O:8])[CH2:6][CH2:1]1)=[O:23])[CH:18]([CH3:19])[CH3:20])=[O:15]. (8) Given the reactants C([CH2:4][C:5]1[N:12]2[C:8]([CH2:9][CH2:10][CH2:11]2)=[C:7]([C:13]2[CH:18]=[CH:17][CH:16]=[CH:15][CH:14]=2)[C:6]=1[C:19]1(C(O)=O)[CH2:24][CH2:23][CH2:22][CH2:21][CH2:20]1)(O)=O.C(=O)=O.C(OC(C)C)(C)C, predict the reaction product. The product is: [CH:19]1([C:6]2[C:7]([C:13]3[CH:18]=[CH:17][CH:16]=[CH:15][CH:14]=3)=[C:8]3[N:12]([CH2:11][CH2:10][CH2:9]3)[C:5]=2[CH3:4])[CH2:20][CH2:21][CH2:22][CH2:23][CH2:24]1. (9) Given the reactants [O:1]=[C:2]1[CH2:10][C:9]2[C:8]([C:11]#[N:12])=[CH:7][CH:6]=[CH:5][C:4]=2[NH:3]1.C[Si]([N-][Si](C)(C)C)(C)C.[Na+].Cl.[CH2:24]([N:31]([CH2:35][CH2:36]Cl)[CH2:32][CH2:33]Cl)[C:25]1[CH:30]=[CH:29][CH:28]=[CH:27][CH:26]=1, predict the reaction product. The product is: [CH2:24]([N:31]1[CH2:35][CH2:36][C:10]2([C:9]3[C:8]([C:11]#[N:12])=[CH:7][CH:6]=[CH:5][C:4]=3[NH:3][C:2]2=[O:1])[CH2:33][CH2:32]1)[C:25]1[CH:30]=[CH:29][CH:28]=[CH:27][CH:26]=1. (10) Given the reactants [NH2:1][C:2]1[C:11]2[C:6](=[C:7]([Br:15])[CH:8]=[C:9]([N+:12]([O-:14])=[O:13])[CH:10]=2)[N:5]=[C:4]([OH:16])[N:3]=1.S(=O)(=O)(O)N.N[CH2:23][CH2:24][CH2:25][N:26]1[CH2:31][CH2:30][N:29]([CH3:32])[CH2:28][CH2:27]1, predict the reaction product. The product is: [Br:15][C:7]1[CH:8]=[C:9]([N+:12]([O-:14])=[O:13])[CH:10]=[C:11]2[C:6]=1[N:5]=[C:4]([OH:16])[N:3]=[C:2]2[NH:1][CH2:23][CH2:24][CH2:25][N:26]1[CH2:31][CH2:30][N:29]([CH3:32])[CH2:28][CH2:27]1.